Dataset: NCI-60 drug combinations with 297,098 pairs across 59 cell lines. Task: Regression. Given two drug SMILES strings and cell line genomic features, predict the synergy score measuring deviation from expected non-interaction effect. Drug 1: CCC1(CC2CC(C3=C(CCN(C2)C1)C4=CC=CC=C4N3)(C5=C(C=C6C(=C5)C78CCN9C7C(C=CC9)(C(C(C8N6C=O)(C(=O)OC)O)OC(=O)C)CC)OC)C(=O)OC)O.OS(=O)(=O)O. Drug 2: CC1=C2C(C(=O)C3(C(CC4C(C3C(C(C2(C)C)(CC1OC(=O)C(C(C5=CC=CC=C5)NC(=O)C6=CC=CC=C6)O)O)OC(=O)C7=CC=CC=C7)(CO4)OC(=O)C)O)C)OC(=O)C. Cell line: K-562. Synergy scores: CSS=72.5, Synergy_ZIP=1.95, Synergy_Bliss=0.982, Synergy_Loewe=-3.17, Synergy_HSA=2.57.